This data is from Rat liver microsome stability data. The task is: Regression/Classification. Given a drug SMILES string, predict its absorption, distribution, metabolism, or excretion properties. Task type varies by dataset: regression for continuous measurements (e.g., permeability, clearance, half-life) or binary classification for categorical outcomes (e.g., BBB penetration, CYP inhibition). Dataset: rlm. (1) The molecule is C=C(C)[C@@H]1CC[C@]2(C(=O)NCCCN(C)C)CC[C@]3(C)[C@H](CC[C@@H]4[C@@]5(C)CC=C(c6ccc(C(=O)O)cc6)C(C)(C)[C@@H]5CC[C@]43C)[C@@H]12. The result is 0 (unstable in rat liver microsomes). (2) The compound is Cc1ccc2c(C(CC(F)(F)F)c3ccccc3)c(-c3ccccc3)[nH]c2c1. The result is 1 (stable in rat liver microsomes). (3) The molecule is COC(=O)Nc1ccc2c(c1)N[C@@H](C(=O)O)CCCC[C@H](NC(=O)C=Cc1cc(Cl)ccc1-n1cnnn1)c1nc-2c[nH]1. The result is 0 (unstable in rat liver microsomes). (4) The molecule is Oc1c(Cl)cc(Cl)c2cccnc12. The result is 0 (unstable in rat liver microsomes). (5) The drug is N[C@@H](CC(=O)N1CC(=O)Nc2ccccc2C1)[C@H]1CCc2cc(F)c(F)cc21. The result is 0 (unstable in rat liver microsomes). (6) The molecule is Fc1ccc(Nc2nc(-c3ccccc3)cc(-c3ccncc3)n2)cc1F. The result is 0 (unstable in rat liver microsomes). (7) The compound is CCc1nc2ccc(Cl)cn2c1C(=O)NCc1ccc2oc(C3CCCCC3)nc2c1. The result is 1 (stable in rat liver microsomes).